Dataset: Peptide-MHC class I binding affinity with 185,985 pairs from IEDB/IMGT. Task: Regression. Given a peptide amino acid sequence and an MHC pseudo amino acid sequence, predict their binding affinity value. This is MHC class I binding data. (1) The peptide sequence is CTDDNALAY. The MHC is HLA-A26:01 with pseudo-sequence HLA-A26:01. The binding affinity (normalized) is 0.163. (2) The peptide sequence is IMAVGLVSL. The MHC is HLA-A02:03 with pseudo-sequence HLA-A02:03. The binding affinity (normalized) is 1.00. (3) The peptide sequence is RQFPTAHEF. The MHC is Mamu-B3901 with pseudo-sequence Mamu-B3901. The binding affinity (normalized) is 0.650. (4) The peptide sequence is KGRRQYFYG. The MHC is HLA-A30:01 with pseudo-sequence HLA-A30:01. The binding affinity (normalized) is 0.903. (5) The peptide sequence is QAVANEHPL. The MHC is H-2-Db with pseudo-sequence H-2-Db. The binding affinity (normalized) is 0.548. (6) The peptide sequence is AMAETGCDA. The MHC is HLA-A03:01 with pseudo-sequence HLA-A03:01. The binding affinity (normalized) is 0.0847. (7) The binding affinity (normalized) is 0.0847. The peptide sequence is VTECKLIYY. The MHC is HLA-A02:06 with pseudo-sequence HLA-A02:06. (8) The peptide sequence is GESRKTFVEL. The MHC is HLA-B40:01 with pseudo-sequence HLA-B40:01. The binding affinity (normalized) is 0.883.